From a dataset of Reaction yield outcomes from USPTO patents with 853,638 reactions. Predict the reaction yield, written as a fraction of the theoretical maximum amount of product (1.0 means a 100% yield; for example, 0.34 means a 34% yield). (1) The reactants are Cl[C:2]1[CH:11]=[C:10]([N:12]([CH3:14])[CH3:13])[C:9]2[C:4](=[CH:5][CH:6]=[CH:7][CH:8]=2)[N:3]=1.[CH:15]1([NH2:22])[CH2:20][CH2:19][CH2:18][CH:17]([NH2:21])[CH2:16]1.CC([O-])(C)C.[Na+]. The catalyst is C1(C)C=CC=CC=1.CCOC(C)=O.CO.CCN(CC)CC.CC([O-])=O.CC([O-])=O.[Pd+2]. The product is [NH2:21][CH:17]1[CH2:18][CH2:19][CH2:20][CH:15]([NH:22][C:2]2[CH:11]=[C:10]([N:12]([CH3:14])[CH3:13])[C:9]3[C:4](=[CH:5][CH:6]=[CH:7][CH:8]=3)[N:3]=2)[CH2:16]1. The yield is 0.650. (2) The reactants are [CH:1]([C:4]1[CH:9]=[CH:8][C:7]([OH:10])=[CH:6][CH:5]=1)([CH3:3])[CH3:2].[I:11]N1C(=O)CCC1=O.CC1C=CC(S(O)(=O)=O)=CC=1. The catalyst is C(Cl)Cl. The product is [I:11][C:6]1[CH:5]=[C:4]([CH:1]([CH3:3])[CH3:2])[CH:9]=[CH:8][C:7]=1[OH:10]. The yield is 0.850. (3) No catalyst specified. The yield is 0.820. The reactants are [CH2:1]([S:4][C:5]1[N:13]=[C:12]2[C:8]([N:9]=[CH:10][N:11]2[C@@H:14]2[O:26][C@H:25]([CH2:27][O:28]C(=O)C)[C@@H:20]([O:21]C(=O)C)[C@H:15]2[O:16]C(=O)C)=[C:7](Cl)[N:6]=1)[CH2:2][CH3:3].[CH:33]1([NH2:39])[CH2:38][CH2:37][CH2:36][CH2:35][CH2:34]1. The product is [CH2:1]([S:4][C:5]1[N:13]=[C:12]2[C:8]([N:9]=[CH:10][N:11]2[C@@H:14]2[O:26][C@H:25]([CH2:27][OH:28])[C@@H:20]([OH:21])[C@H:15]2[OH:16])=[C:7]([NH:39][CH:33]2[CH2:38][CH2:37][CH2:36][CH2:35][CH2:34]2)[N:6]=1)[CH2:2][CH3:3]. (4) The product is [CH:12]([C:9]1[NH:8][C:7]([CH3:14])=[C:6]([C:4]([OH:5])=[O:3])[C:10]=1[CH3:11])=[O:13]. The catalyst is CO. The yield is 0.935. The reactants are C([O:3][C:4]([C:6]1[C:10]([CH3:11])=[C:9]([CH:12]=[O:13])[NH:8][C:7]=1[CH3:14])=[O:5])C.[OH-].[K+].O. (5) The reactants are [Br:1]Br.[C:3]1([C:9]2[C:23]3[C:22]4[C:24]5[C:18]([CH:19]=[CH:20][CH:21]=4)=[CH:17][CH:16]=[CH:15][C:14]=5[C:13]=3[C:12]([C:25]3[CH:30]=[CH:29][CH:28]=[CH:27][CH:26]=3)=[C:11]3[C:31](=[O:38])[N:32]([CH2:35][CH2:36][CH3:37])[C:33](=[O:34])[C:10]=23)[CH:8]=[CH:7][CH:6]=[CH:5][CH:4]=1.II. The catalyst is C(O)(=O)C. The product is [Br:1][C:19]1[CH:20]=[CH:21][C:22]2=[C:24]3[C:18]=1[CH:17]=[CH:16][CH:15]=[C:14]3[C:13]1[C:12]([C:25]3[CH:30]=[CH:29][CH:28]=[CH:27][CH:26]=3)=[C:11]3[C:31](=[O:38])[N:32]([CH2:35][CH2:36][CH3:37])[C:33](=[O:34])[C:10]3=[C:9]([C:3]3[CH:8]=[CH:7][CH:6]=[CH:5][CH:4]=3)[C:23]=12. The yield is 1.00. (6) The reactants are [Br:1][C:2]1[CH:3]=[C:4]2[C:9](=[CH:10][CH:11]=1)[N:8]=[C:7]([C:12]1[CH:17]=[CH:16][C:15]([C:18](=O)[CH2:19][NH:20][C:21]([C@@H:23]3[CH2:35][N:33]4[C:34]5[CH:26]([C@@H:27]([NH:36][C:37](=[O:40])[O:38][CH3:39])[CH2:28][CH2:29][C:30]=5[CH:31]=[CH:32]4)[C:25](=[O:41])[CH2:24]3)=O)=[CH:14][CH:13]=1)[CH:6]=[N:5]2.C([O-])(=O)C.[NH4+:47]. The catalyst is C1(C)C(C)=CC=CC=1. The product is [Br:1][C:2]1[CH:3]=[C:4]2[C:9](=[CH:10][CH:11]=1)[N:8]=[C:7]([C:12]1[CH:17]=[CH:16][C:15]([C:18]3[NH:47][C:21]([C@@H:23]4[CH2:35][N:33]5[C:34]6[CH:26]([C@@H:27]([NH:36][C:37](=[O:40])[O:38][CH3:39])[CH2:28][CH2:29][C:30]=6[CH:31]=[CH:32]5)[C:25](=[O:41])[CH2:24]4)=[N:20][CH:19]=3)=[CH:14][CH:13]=1)[CH:6]=[N:5]2. The yield is 0.767. (7) The reactants are [CH2:1]([O:3][C:4]([CH:6]1[CH2:11][C:10](=[O:12])[CH:9]=[CH:8][O:7]1)=[O:5])[CH3:2]. The catalyst is C(OCC)(=O)C.[Pd]. The product is [CH2:1]([O:3][C:4]([CH:6]1[CH2:11][C:10](=[O:12])[CH2:9][CH2:8][O:7]1)=[O:5])[CH3:2]. The yield is 0.330.